This data is from NCI-60 drug combinations with 297,098 pairs across 59 cell lines. The task is: Regression. Given two drug SMILES strings and cell line genomic features, predict the synergy score measuring deviation from expected non-interaction effect. (1) Drug 1: CN(CC1=CN=C2C(=N1)C(=NC(=N2)N)N)C3=CC=C(C=C3)C(=O)NC(CCC(=O)O)C(=O)O. Drug 2: C(CCl)NC(=O)N(CCCl)N=O. Cell line: SW-620. Synergy scores: CSS=38.6, Synergy_ZIP=-3.77, Synergy_Bliss=-5.68, Synergy_Loewe=-16.1, Synergy_HSA=-3.30. (2) Drug 1: C1=NC2=C(N=C(N=C2N1C3C(C(C(O3)CO)O)F)Cl)N. Drug 2: B(C(CC(C)C)NC(=O)C(CC1=CC=CC=C1)NC(=O)C2=NC=CN=C2)(O)O. Cell line: BT-549. Synergy scores: CSS=85.7, Synergy_ZIP=-1.41, Synergy_Bliss=-2.80, Synergy_Loewe=-2.82, Synergy_HSA=-1.60. (3) Drug 1: CCC(=C(C1=CC=CC=C1)C2=CC=C(C=C2)OCCN(C)C)C3=CC=CC=C3.C(C(=O)O)C(CC(=O)O)(C(=O)O)O. Drug 2: B(C(CC(C)C)NC(=O)C(CC1=CC=CC=C1)NC(=O)C2=NC=CN=C2)(O)O. Cell line: TK-10. Synergy scores: CSS=47.1, Synergy_ZIP=7.18, Synergy_Bliss=7.60, Synergy_Loewe=-39.3, Synergy_HSA=7.16. (4) Synergy scores: CSS=0.755, Synergy_ZIP=3.07, Synergy_Bliss=6.26, Synergy_Loewe=1.05, Synergy_HSA=0.0351. Drug 2: CC1CCC2CC(C(=CC=CC=CC(CC(C(=O)C(C(C(=CC(C(=O)CC(OC(=O)C3CCCCN3C(=O)C(=O)C1(O2)O)C(C)CC4CCC(C(C4)OC)O)C)C)O)OC)C)C)C)OC. Drug 1: C(=O)(N)NO. Cell line: CCRF-CEM. (5) Drug 1: COC1=CC(=CC(=C1O)OC)C2C3C(COC3=O)C(C4=CC5=C(C=C24)OCO5)OC6C(C(C7C(O6)COC(O7)C8=CC=CS8)O)O. Drug 2: C1=NC2=C(N1)C(=S)N=CN2. Cell line: COLO 205. Synergy scores: CSS=46.7, Synergy_ZIP=-5.84, Synergy_Bliss=-3.86, Synergy_Loewe=-10.5, Synergy_HSA=0.0765. (6) Drug 1: CC12CCC3C(C1CCC2O)C(CC4=C3C=CC(=C4)O)CCCCCCCCCS(=O)CCCC(C(F)(F)F)(F)F. Drug 2: C1CN(P(=O)(OC1)NCCCl)CCCl. Cell line: LOX IMVI. Synergy scores: CSS=-5.95, Synergy_ZIP=6.30, Synergy_Bliss=6.65, Synergy_Loewe=-5.02, Synergy_HSA=-4.89. (7) Drug 1: CC1C(C(CC(O1)OC2CC(CC3=C2C(=C4C(=C3O)C(=O)C5=C(C4=O)C(=CC=C5)OC)O)(C(=O)CO)O)N)O.Cl. Drug 2: COC1=C2C(=CC3=C1OC=C3)C=CC(=O)O2. Cell line: MOLT-4. Synergy scores: CSS=48.0, Synergy_ZIP=5.53, Synergy_Bliss=6.89, Synergy_Loewe=-41.4, Synergy_HSA=4.34. (8) Drug 1: C1=CC=C(C(=C1)C(C2=CC=C(C=C2)Cl)C(Cl)Cl)Cl. Drug 2: CS(=O)(=O)OCCCCOS(=O)(=O)C. Cell line: RPMI-8226. Synergy scores: CSS=9.84, Synergy_ZIP=-3.43, Synergy_Bliss=-3.07, Synergy_Loewe=-0.778, Synergy_HSA=-1.23. (9) Drug 1: C1=NC2=C(N=C(N=C2N1C3C(C(C(O3)CO)O)O)F)N. Drug 2: C1=NC2=C(N1)C(=S)N=CN2. Cell line: RPMI-8226. Synergy scores: CSS=29.5, Synergy_ZIP=-1.32, Synergy_Bliss=0.262, Synergy_Loewe=-19.8, Synergy_HSA=0.893.